This data is from Reaction yield outcomes from USPTO patents with 853,638 reactions. The task is: Predict the reaction yield, written as a fraction of the theoretical maximum amount of product (1.0 means a 100% yield; for example, 0.34 means a 34% yield). (1) The reactants are [Cl:1][C:2]1[N:3]=[C:4]([N:11]2[CH2:16][CH2:15][O:14][CH2:13][CH2:12]2)[C:5]2[S:10][CH:9]=[CH:8][C:6]=2[N:7]=1.C([Li])CCC.CCCCCC.CN([CH:31]=[O:32])C. The catalyst is C1COCC1. The product is [Cl:1][C:2]1[N:3]=[C:4]([N:11]2[CH2:16][CH2:15][O:14][CH2:13][CH2:12]2)[C:5]2[S:10][C:9]([CH:31]=[O:32])=[CH:8][C:6]=2[N:7]=1. The yield is 0.770. (2) The reactants are [CH3:1][O:2][C:3]1[CH:9]=[C:8]([CH3:10])[C:6]([NH2:7])=[C:5]([CH3:11])[C:4]=1[CH3:12].C(N(CC)CC)C.[C:20](O[C:20]([O:22][C:23]([CH3:26])([CH3:25])[CH3:24])=[O:21])([O:22][C:23]([CH3:26])([CH3:25])[CH3:24])=[O:21]. The catalyst is O1CCCC1. The product is [CH3:1][O:2][C:3]1[CH:9]=[C:8]([CH3:10])[C:6]([NH:7][C:20](=[O:21])[O:22][C:23]([CH3:26])([CH3:25])[CH3:24])=[C:5]([CH3:11])[C:4]=1[CH3:12]. The yield is 0.750. (3) The reactants are [Br:1][C:2]1[CH:8]=[CH:7][C:6]([N+:9]([O-:11])=[O:10])=[CH:5][C:3]=1[NH2:4].[N:12]([O-])=O.[Na+].Cl[Sn]Cl.C([O-])(O)=O.[Na+]. The catalyst is Cl.O. The product is [Br:1][C:2]1[CH:8]=[CH:7][C:6]([N+:9]([O-:11])=[O:10])=[CH:5][C:3]=1[NH:4][NH2:12]. The yield is 0.510.